From a dataset of NCI-60 drug combinations with 297,098 pairs across 59 cell lines. Regression. Given two drug SMILES strings and cell line genomic features, predict the synergy score measuring deviation from expected non-interaction effect. (1) Drug 1: C(CC(=O)O)C(=O)CN.Cl. Drug 2: CN(C(=O)NC(C=O)C(C(C(CO)O)O)O)N=O. Cell line: SN12C. Synergy scores: CSS=11.0, Synergy_ZIP=-3.46, Synergy_Bliss=1.36, Synergy_Loewe=-5.60, Synergy_HSA=-1.30. (2) Drug 1: C1CC(C1)(C(=O)O)C(=O)O.[NH2-].[NH2-].[Pt+2]. Drug 2: COCCOC1=C(C=C2C(=C1)C(=NC=N2)NC3=CC=CC(=C3)C#C)OCCOC.Cl. Cell line: T-47D. Synergy scores: CSS=0.866, Synergy_ZIP=-3.07, Synergy_Bliss=-0.610, Synergy_Loewe=-6.51, Synergy_HSA=-3.90. (3) Drug 1: CN1CCC(CC1)COC2=C(C=C3C(=C2)N=CN=C3NC4=C(C=C(C=C4)Br)F)OC. Drug 2: CC1C(C(CC(O1)OC2CC(CC3=C2C(=C4C(=C3O)C(=O)C5=C(C4=O)C(=CC=C5)OC)O)(C(=O)C)O)N)O.Cl. Cell line: SR. Synergy scores: CSS=76.1, Synergy_ZIP=15.0, Synergy_Bliss=14.4, Synergy_Loewe=-28.3, Synergy_HSA=14.5. (4) Drug 1: CC(C1=C(C=CC(=C1Cl)F)Cl)OC2=C(N=CC(=C2)C3=CN(N=C3)C4CCNCC4)N. Drug 2: CN(CCCl)CCCl.Cl. Cell line: SNB-19. Synergy scores: CSS=8.61, Synergy_ZIP=-2.62, Synergy_Bliss=0.0785, Synergy_Loewe=-2.62, Synergy_HSA=-0.765. (5) Drug 1: CN1CCC(CC1)COC2=C(C=C3C(=C2)N=CN=C3NC4=C(C=C(C=C4)Br)F)OC. Drug 2: CN1C2=C(C=C(C=C2)N(CCCl)CCCl)N=C1CCCC(=O)O.Cl. Cell line: BT-549. Synergy scores: CSS=2.29, Synergy_ZIP=-1.35, Synergy_Bliss=4.97, Synergy_Loewe=1.14, Synergy_HSA=2.33. (6) Drug 1: CC1=CC2C(CCC3(C2CCC3(C(=O)C)OC(=O)C)C)C4(C1=CC(=O)CC4)C. Drug 2: CN(C)N=NC1=C(NC=N1)C(=O)N. Cell line: U251. Synergy scores: CSS=3.32, Synergy_ZIP=-3.71, Synergy_Bliss=-2.89, Synergy_Loewe=-5.28, Synergy_HSA=-2.23. (7) Drug 1: C1CN(CCN1C(=O)CCBr)C(=O)CCBr. Drug 2: CC1CCCC2(C(O2)CC(NC(=O)CC(C(C(=O)C(C1O)C)(C)C)O)C(=CC3=CSC(=N3)C)C)C. Cell line: EKVX. Synergy scores: CSS=11.0, Synergy_ZIP=-8.37, Synergy_Bliss=-9.92, Synergy_Loewe=-11.5, Synergy_HSA=-6.77. (8) Drug 1: C1=NC2=C(N=C(N=C2N1C3C(C(C(O3)CO)O)O)F)N. Drug 2: COCCOC1=C(C=C2C(=C1)C(=NC=N2)NC3=CC=CC(=C3)C#C)OCCOC.Cl. Cell line: MOLT-4. Synergy scores: CSS=44.6, Synergy_ZIP=-1.12, Synergy_Bliss=-2.06, Synergy_Loewe=-17.6, Synergy_HSA=-2.64.